Dataset: Full USPTO retrosynthesis dataset with 1.9M reactions from patents (1976-2016). Task: Predict the reactants needed to synthesize the given product. (1) Given the product [CH:47]([N:3]([CH:4]([CH3:23])[CH3:5])[CH2:2][CH3:7])([CH3:48])[CH3:46], predict the reactants needed to synthesize it. The reactants are: N[C:2]1[C:7](CO)=C(C2CCCN(C(OC(C)(C)C)=O)C2)[CH:5]=[C:4]([C:23]2C(OCC3C=CC(OC)=CC=3)=CC=CC=2OCC2CC2)[N:3]=1.O1[CH2:48][CH2:47][CH2:46]C1. (2) Given the product [C:19]([N:9]1[CH2:10][CH2:11][N:6]([CH2:5][CH2:4][Cl:3])[CH2:7][CH2:8]1)(=[O:21])[CH3:20], predict the reactants needed to synthesize it. The reactants are: Cl.Cl.[Cl:3][CH2:4][CH2:5][N:6]1[CH2:11][CH2:10][NH:9][CH2:8][CH2:7]1.C(N(CC)CC)C.[C:19](Cl)(=[O:21])[CH3:20]. (3) Given the product [Cl:36][C:17]1[CH:16]=[C:15]([Cl:37])[CH:14]=[C:13]2[C:18]=1[C:19]([O:21][CH2:22][C:23](=[O:35])[NH:24][C:25]1[CH:30]=[CH:29][CH:28]=[CH:27][C:26]=1[C:31]([O:33][CH3:34])=[O:32])=[CH:20][C:11]([C:9]([OH:10])=[O:8])=[CH:12]2, predict the reactants needed to synthesize it. The reactants are: COC1C=CC(C[O:8][C:9]([C:11]2[CH:20]=[C:19]([O:21][CH2:22][C:23](=[O:35])[NH:24][C:25]3[CH:30]=[CH:29][CH:28]=[CH:27][C:26]=3[C:31]([O:33][CH3:34])=[O:32])[C:18]3[C:13](=[CH:14][C:15]([Cl:37])=[CH:16][C:17]=3[Cl:36])[CH:12]=2)=[O:10])=CC=1.C(O)(C(F)(F)F)=O. (4) Given the product [N:14]1[C:15]2[C:10](=[CH:9][C:8]([C:5]3([C:3]([NH:19][NH2:20])=[O:2])[CH2:7][CH2:6]3)=[CH:17][CH:16]=2)[CH:11]=[CH:12][CH:13]=1, predict the reactants needed to synthesize it. The reactants are: C[O:2][C:3]([C:5]1([C:8]2[CH:9]=[C:10]3[C:15](=[CH:16][CH:17]=2)[N:14]=[CH:13][CH:12]=[CH:11]3)[CH2:7][CH2:6]1)=O.O.[NH2:19][NH2:20]. (5) Given the product [CH3:1][N:2]1[C:10]2[CH:9]=[CH:8][CH:7]=[C:6]([C:11]([OH:13])=[O:12])[C:5]=2[C:4]2([C:31]3[C:22](=[CH:23][C:24]4[O:29][CH2:28][CH2:27][O:26][C:25]=4[CH:30]=3)[O:21][CH2:20]2)[C:3]1=[O:32], predict the reactants needed to synthesize it. The reactants are: [CH3:1][N:2]1[C:10]2[CH:9]=[CH:8][CH:7]=[C:6]([C:11]([O:13]C3C=CC=CC=3)=[O:12])[C:5]=2[C:4]2([C:31]3[C:22](=[CH:23][C:24]4[O:29][CH2:28][CH2:27][O:26][C:25]=4[CH:30]=3)[O:21][CH2:20]2)[C:3]1=[O:32].O.[OH-].[Li+]. (6) Given the product [Br:6][C@H:7]([CH2:11][CH3:12])[C:8]([O:10][CH2:13][CH3:14])=[O:9], predict the reactants needed to synthesize it. The reactants are: S(=O)(=O)(O)O.[Br:6][C@H:7]([CH2:11][CH3:12])[C:8]([OH:10])=[O:9].[CH2:13](O)[CH3:14].